This data is from Full USPTO retrosynthesis dataset with 1.9M reactions from patents (1976-2016). The task is: Predict the reactants needed to synthesize the given product. (1) Given the product [F:1][C:2]1[CH:3]=[CH:4][C:5]([N:8]2[C:16]3[C:11](=[CH:12][C:13]([O:17][CH:18]([C:22]4[CH:23]=[CH:24][CH:25]=[CH:26][CH:27]=4)[C:19]([NH:21][C:36](=[O:37])[CH:35]([CH3:39])[CH3:34])=[O:20])=[CH:14][CH:15]=3)[CH:10]=[N:9]2)=[CH:6][CH:7]=1, predict the reactants needed to synthesize it. The reactants are: [F:1][C:2]1[CH:7]=[CH:6][C:5]([N:8]2[C:16]3[C:11](=[CH:12][C:13]([O:17][CH:18]([C:22]4[CH:27]=[CH:26][CH:25]=[CH:24][CH:23]=4)[C:19]([NH2:21])=[O:20])=[CH:14][CH:15]=3)[CH:10]=[N:9]2)=[CH:4][CH:3]=1.CC([O-])(C)C.[K+].[CH3:34][CH:35]([CH3:39])[C:36](Cl)=[O:37]. (2) Given the product [F:20][C:8]1[CH:7]=[C:6]([O:5][CH:3]2[CH2:4][N:1]([C:32]([C:30]3[O:31][C:27]([C:21]4[CH:22]=[CH:23][CH:24]=[CH:25][CH:26]=4)=[N:28][N:29]=3)=[O:33])[CH2:2]2)[CH:19]=[CH:18][C:9]=1[CH2:10][N:11]1[CH2:12][CH2:13][N:14]([CH3:17])[CH2:15][CH2:16]1, predict the reactants needed to synthesize it. The reactants are: [NH:1]1[CH2:4][CH:3]([O:5][C:6]2[CH:19]=[CH:18][C:9]([CH2:10][N:11]3[CH2:16][CH2:15][N:14]([CH3:17])[CH2:13][CH2:12]3)=[C:8]([F:20])[CH:7]=2)[CH2:2]1.[C:21]1([C:27]2[O:31][C:30]([C:32](OCC)=[O:33])=[N:29][N:28]=2)[CH:26]=[CH:25][CH:24]=[CH:23][CH:22]=1.